This data is from Full USPTO retrosynthesis dataset with 1.9M reactions from patents (1976-2016). The task is: Predict the reactants needed to synthesize the given product. (1) The reactants are: [O-2:1].[U+6:2].[O-2:3].[O-2].[N+:5]([O-:8])([OH:7])=[O:6]. Given the product [N+:5]([O-:8])([O-:7])=[O:6].[U+2:2](=[O:3])=[O:1].[N+:5]([O-:8])([O-:7])=[O:6], predict the reactants needed to synthesize it. (2) Given the product [C:24]([C@@H:23]([NH:22][C:18]([C:7]1[CH:6]=[CH:5][C:4]([CH:1]2[CH2:2][CH2:3]2)=[C:9]([CH2:10][C:11]2[CH:12]=[CH:13][C:14]([F:17])=[CH:15][CH:16]=2)[N:8]=1)=[O:20])[CH2:27][CH:28]1[CH2:30][CH2:29]1)(=[O:25])[NH2:26], predict the reactants needed to synthesize it. The reactants are: [CH:1]1([C:4]2[CH:5]=[CH:6][C:7]([C:18]([OH:20])=O)=[N:8][C:9]=2[CH2:10][C:11]2[CH:16]=[CH:15][C:14]([F:17])=[CH:13][CH:12]=2)[CH2:3][CH2:2]1.Cl.[NH2:22][C@@H:23]([CH2:27][CH:28]1[CH2:30][CH2:29]1)[C:24]([NH2:26])=[O:25]. (3) Given the product [CH3:31][S:28]([CH2:27][C:24]1[N:23]=[CH:22][C:21]([O:20][C:16]2[CH:17]=[C:18]3[C:13](=[C:14]([O:32][CH:33]4[CH2:38][CH2:37][O:36][CH2:35][CH2:34]4)[CH:15]=2)[NH:12][C:11]([C:9]2[S:10][CH:6]([CH2:5][C:4]([OH:39])=[O:3])[CH2:7][N:8]=2)=[CH:19]3)=[CH:26][CH:25]=1)(=[O:29])=[O:30], predict the reactants needed to synthesize it. The reactants are: C([O:3][C:4](=[O:39])[CH2:5][CH:6]1[S:10][C:9]([C:11]2[NH:12][C:13]3[C:18]([CH:19]=2)=[CH:17][C:16]([O:20][C:21]2[CH:22]=[N:23][C:24]([CH2:27][S:28]([CH3:31])(=[O:30])=[O:29])=[CH:25][CH:26]=2)=[CH:15][C:14]=3[O:32][CH:33]2[CH2:38][CH2:37][O:36][CH2:35][CH2:34]2)=[N:8][CH2:7]1)C.[OH-].[Na+].Cl. (4) Given the product [C:1]([Si:5]([CH3:7])([CH3:6])[O:9][CH2:10][CH:11]([CH3:21])[O:12][C:13]1[CH:20]=[CH:19][CH:18]=[CH:17][C:14]=1[CH:15]=[O:16])([CH3:4])([CH3:3])[CH3:2], predict the reactants needed to synthesize it. The reactants are: [C:1]([Si:5](Cl)([CH3:7])[CH3:6])([CH3:4])([CH3:3])[CH3:2].[OH:9][CH2:10][CH:11]([CH3:21])[O:12][C:13]1[CH:20]=[CH:19][CH:18]=[CH:17][C:14]=1[CH:15]=[O:16].CCN(C(C)C)C(C)C.N1C=CN=C1. (5) Given the product [F:46][C:44]1[CH:43]=[C:4]([CH:3]=[C:2]([F:1])[CH:45]=1)[CH2:5][N:6]1[CH:10]=[C:9]([C:11]2[C:19]3[C:14](=[N:15][CH:16]=[C:17]([C:20]4[CH:21]=[CH:22][C:23]([O:31][CH3:32])=[C:24]([NH:26][S:27]([CH3:30])(=[O:28])=[O:29])[CH:25]=4)[CH:18]=3)[NH:13][CH:12]=2)[CH:8]=[N:7]1, predict the reactants needed to synthesize it. The reactants are: [F:1][C:2]1[CH:3]=[C:4]([CH:43]=[C:44]([F:46])[CH:45]=1)[CH2:5][N:6]1[CH:10]=[C:9]([C:11]2[C:19]3[C:14](=[N:15][CH:16]=[C:17]([C:20]4[CH:21]=[CH:22][C:23]([O:31][CH3:32])=[C:24]([NH:26][S:27]([CH3:30])(=[O:29])=[O:28])[CH:25]=4)[CH:18]=3)[N:13](S(C3C=CC(C)=CC=3)(=O)=O)[CH:12]=2)[CH:8]=[N:7]1.[OH-].[Li+]. (6) Given the product [N:26]1[CH:31]=[CH:30][C:29]([NH:32][S:33]([C:36]2[S:37][C:38]([C:2]#[C:1][C:3]3[CH:4]=[N:5][N:6]4[C:11]([C:12]([F:14])([F:13])[F:15])=[CH:10][C:9]([C:16]5[CH:21]=[CH:20][C:19]([C:22]([F:25])([F:24])[F:23])=[CH:18][CH:17]=5)=[N:8][C:7]=34)=[CH:39][CH:40]=2)(=[O:34])=[O:35])=[CH:28][CH:27]=1, predict the reactants needed to synthesize it. The reactants are: [C:1]([C:3]1[CH:4]=[N:5][N:6]2[C:11]([C:12]([F:15])([F:14])[F:13])=[CH:10][C:9]([C:16]3[CH:21]=[CH:20][C:19]([C:22]([F:25])([F:24])[F:23])=[CH:18][CH:17]=3)=[N:8][C:7]=12)#[CH:2].[N:26]1[CH:31]=[CH:30][C:29]([NH:32][S:33]([C:36]2[S:37][C:38](Br)=[CH:39][CH:40]=2)(=[O:35])=[O:34])=[CH:28][CH:27]=1.C(O)(C(F)(F)F)=O. (7) Given the product [CH3:13][O:14][N:15]=[C:6]1[C:7]2[C:3](=[C:2]([Br:1])[CH:10]=[CH:9][CH:8]=2)[CH2:4][CH2:5]1, predict the reactants needed to synthesize it. The reactants are: [Br:1][C:2]1[CH:10]=[CH:9][CH:8]=[C:7]2[C:3]=1[CH2:4][CH2:5][C:6]2=O.Cl.[CH3:13][O:14][NH2:15]. (8) Given the product [CH3:41][N:2]([CH3:1])[CH2:3][CH2:4][C:5]([N:7]1[C:16]2[C:11](=[CH:12][C:13]([O:39][CH3:40])=[C:14]([NH:17][C:18]3[NH:23][C:22]4=[N:24][CH:25]=[CH:26][C:21]4=[C:20]([NH:27][C:28]4[CH:37]=[CH:36][CH:35]=[C:34]([F:38])[C:29]=4[C:30]([NH2:32])=[O:31])[N:19]=3)[CH:15]=2)[CH2:10][CH2:9][CH2:8]1)=[O:6], predict the reactants needed to synthesize it. The reactants are: [CH3:1][N:2]([CH3:41])[CH2:3][CH2:4][C:5]([N:7]1[C:16]2[C:11](=[CH:12][C:13]([O:39][CH3:40])=[C:14]([NH:17][C:18]3[NH:23][C:22]4=[N:24][CH:25]=[CH:26][C:21]4=[C:20]([NH:27][C:28]4[CH:37]=[CH:36][CH:35]=[C:34]([F:38])[C:29]=4[C:30]([NH:32]C)=[O:31])[N:19]=3)[CH:15]=2)[CH2:10][CH2:9][CH2:8]1)=[O:6].ClC1N=C(NC2C=CC=C(F)C=2C(N)=O)C2C=CN(S(C3C=CC(C)=CC=3)(=O)=O)C=2N=1.[OH-].[NH4+].CN(C)CCC(N1C2C(=CC(OC)=C(N)C=2)CCC1)=O. (9) Given the product [Cl:1][C:2]1[CH:3]=[CH:4][C:5]([F:18])=[C:6]([C:8]2[N:9]=[C:10]([NH:65][C:66]3[CH:71]=[CH:70][N:69]=[CH:68][C:67]=3[CH3:72])[C:11]3[CH2:16][O:15][CH2:14][C:12]=3[N:13]=2)[CH:7]=1, predict the reactants needed to synthesize it. The reactants are: [Cl:1][C:2]1[CH:3]=[CH:4][C:5]([F:18])=[C:6]([C:8]2[N:9]=[C:10](I)[C:11]3[CH2:16][O:15][CH2:14][C:12]=3[N:13]=2)[CH:7]=1.C1C=CC(P(C2C(C3C(P(C4C=CC=CC=4)C4C=CC=CC=4)=CC=C4C=3C=CC=C4)=C3C(C=CC=C3)=CC=2)C2C=CC=CC=2)=CC=1.[NH2:65][C:66]1[CH:71]=[CH:70][N:69]=[CH:68][C:67]=1[CH3:72].C([O-])([O-])=O.[Cs+].[Cs+]. (10) The reactants are: [CH:1]1([NH:4][C:5](=[O:31])[C:6]2[CH:11]=[CH:10][C:9]([CH3:12])=[C:8]([N:13]3[CH:18]=[CH:17][N:16]=[C:15]([NH:19][C:20]([C:23]4[CH:28]=[CH:27][CH:26]=[CH:25][C:24]=4[OH:29])([CH3:22])[CH3:21])[C:14]3=[O:30])[CH:7]=2)[CH2:3][CH2:2]1.C(=O)([O-])[O-].[K+].[K+].Br[CH2:39][CH:40]1[CH2:45][CH2:44][N:43](C(OC(C)(C)C)=O)[CH2:42][CH2:41]1. Given the product [CH:1]1([NH:4][C:5](=[O:31])[C:6]2[CH:11]=[CH:10][C:9]([CH3:12])=[C:8]([N:13]3[CH:18]=[CH:17][N:16]=[C:15]([NH:19][C:20]([CH3:22])([C:23]4[CH:28]=[CH:27][CH:26]=[CH:25][C:24]=4[O:29][CH2:39][CH:40]4[CH2:45][CH2:44][NH:43][CH2:42][CH2:41]4)[CH3:21])[C:14]3=[O:30])[CH:7]=2)[CH2:3][CH2:2]1, predict the reactants needed to synthesize it.